Task: Predict the product of the given reaction.. Dataset: Forward reaction prediction with 1.9M reactions from USPTO patents (1976-2016) (1) Given the reactants [Cl:1][C:2]1[C:3]([F:19])=[C:4]([N:8]2[C:12]([CH3:13])=[C:11]([C:14]([O:16][CH2:17][CH3:18])=[O:15])[CH:10]=[N:9]2)[CH:5]=[CH:6][CH:7]=1.CN(C=C(C(=O)C)C(OCC)=O)C.Cl.ClC1C(F)=C(NN)C=CC=1, predict the reaction product. The product is: [Cl:1][C:2]1[C:3]([F:19])=[C:4]([N:8]2[C:12]([CH3:13])=[C:11]([C:14]([OH:16])=[O:15])[CH:10]=[N:9]2)[CH:5]=[CH:6][CH:7]=1.[Cl:1][C:2]1[C:3]([F:19])=[C:4]([N:8]2[C:12]([CH3:13])=[C:11]([C:14]([O:16][CH2:17][CH3:18])=[O:15])[CH:10]=[N:9]2)[CH:5]=[CH:6][CH:7]=1. (2) Given the reactants [O:1]1[C:5]2[CH:6]=[CH:7][C:8]([NH:10][S:11]([C:14]3[CH:19]=[C:18]([CH2:20][C:21](=[O:23])[CH3:22])[CH:17]=[CH:16][C:15]=3[Cl:24])(=[O:13])=[O:12])=[CH:9][C:4]=2[O:3][CH2:2]1.C(O[CH:30](N(C)C)[N:31]([CH3:33])[CH3:32])(C)(C)C, predict the reaction product. The product is: [O:1]1[C:5]2[CH:6]=[CH:7][C:8]([NH:10][S:11]([C:14]3[CH:19]=[C:18](/[C:20](=[CH:30]\[N:31]([CH3:33])[CH3:32])/[C:21](=[O:23])[CH3:22])[CH:17]=[CH:16][C:15]=3[Cl:24])(=[O:13])=[O:12])=[CH:9][C:4]=2[O:3][CH2:2]1. (3) Given the reactants Cl.[NH:2]1[CH2:7][CH2:6][C:5](=[O:8])[CH2:4][CH2:3]1.C(N(CC)CC)C.[CH2:16]([O:18][C:19](Cl)=[O:20])[CH3:17], predict the reaction product. The product is: [O:8]=[C:5]1[CH2:6][CH2:7][N:2]([C:19]([O:18][CH2:16][CH3:17])=[O:20])[CH2:3][CH2:4]1. (4) Given the reactants Cl.[N:2]1[CH:7]=[CH:6][CH:5]=[C:4]([CH2:8][C:9]([OH:11])=O)[CH:3]=1.[P:12]([OH:15])([OH:14])[OH:13].CCCCCCCC.C(Cl)(=O)C(Cl)=O, predict the reaction product. The product is: [CH:6]1[CH:7]=[N:2][CH:3]=[C:4]([CH2:8][C:9]([P:12]([OH:15])([OH:14])=[O:13])([P:12]([OH:15])([OH:14])=[O:13])[OH:11])[CH:5]=1. (5) The product is: [CH:1]([CH:11]=[CH:10][C:9]#[N:12])=[CH:2][C:3]1[CH:8]=[CH:7][CH:6]=[CH:5][CH:4]=1. Given the reactants [CH2:1]=[CH:2][C:3]1[CH:8]=[CH:7][CH:6]=[CH:5][CH:4]=1.[C:9](#[N:12])[CH:10]=[CH2:11].CC(N=NC(C#N)(C)C)(C#N)C.P([O-])([O-])([O-])=O.[Ca+2].[Ca+2].[Ca+2].P([O-])([O-])([O-])=O, predict the reaction product. (6) Given the reactants [NH2:1][C:2]1[C:3]([Cl:11])=[CH:4][C:5](Br)=[C:6]([CH:9]=1)[C:7]#[N:8].[CH3:12][CH:13]([OH:16])[CH:14]=[CH2:15].C1(N(C)C2CCCCC2)CCCCC1, predict the reaction product. The product is: [NH2:1][C:2]1[C:3]([Cl:11])=[CH:4][C:5]([CH2:15][CH2:14][C:13](=[O:16])[CH3:12])=[C:6]([CH:9]=1)[C:7]#[N:8].